This data is from Reaction yield outcomes from USPTO patents with 853,638 reactions. The task is: Predict the reaction yield, written as a fraction of the theoretical maximum amount of product (1.0 means a 100% yield; for example, 0.34 means a 34% yield). (1) The reactants are [OH-].[Na+].[Cl:3][C:4]1[CH:12]=[C:11]2[C:7]([CH:8]=[CH:9][NH:10]2)=[CH:6][C:5]=1[F:13].Cl.Cl[CH2:16][CH2:17][NH2:18].O. The catalyst is S([O-])(O)(=O)=O.C([N+](CCCC)(CCCC)CCCC)CCC.C(#N)C. The product is [Cl:3][C:4]1[CH:12]=[C:11]2[C:7]([CH:8]=[CH:9][N:10]2[CH2:16][CH2:17][NH2:18])=[CH:6][C:5]=1[F:13]. The yield is 0.800. (2) The reactants are [C:1]([C:3]1[CH:8]=[CH:7][C:6](/[CH:9]=[CH:10]/[C:11]([O:13][CH3:14])=[O:12])=[C:5]([N+:15]([O-])=O)[CH:4]=1)#[N:2].[Sn](Cl)Cl.C(=O)([O-])O.[Na+]. The catalyst is C(O)C.C(OCC)(=O)C. The product is [NH2:15][C:5]1[CH:4]=[C:3]([C:1]#[N:2])[CH:8]=[CH:7][C:6]=1/[CH:9]=[CH:10]/[C:11]([O:13][CH3:14])=[O:12]. The yield is 0.760. (3) The reactants are [NH2:1][C:2]1[CH:3]=[C:4]2[C:9](=[CH:10][CH:11]=1)[CH:8]=[N:7][CH:6]=[CH:5]2.[H-].[Na+].[CH2:14]([O:21][C:22](Cl)=[O:23])[C:15]1[CH:20]=[CH:19][CH:18]=[CH:17][CH:16]=1. The catalyst is CN(C=O)C. The product is [CH2:14]([O:21][C:22](=[O:23])[NH:1][C:2]1[CH:3]=[C:4]2[C:9](=[CH:10][CH:11]=1)[CH:8]=[N:7][CH:6]=[CH:5]2)[C:15]1[CH:20]=[CH:19][CH:18]=[CH:17][CH:16]=1. The yield is 0.900. (4) The reactants are [H-].[Al+3].[Li+].[H-].[H-].[H-].[CH2:7]([C:10]1[C:23]2[C:14](=[CH:15][C:16]3[C:21]([CH:22]=2)=[C:20]([CH2:24][CH2:25][CH3:26])[C:19]([CH2:27][CH2:28][CH3:29])=[C:18]([CH2:30][CH2:31][CH3:32])[C:17]=3[CH2:33][CH2:34][CH3:35])[C:13]([CH2:36][CH2:37][CH3:38])=[C:12]([C:39](OC)=[O:40])[C:11]=1[C:43](OC)=[O:44])[CH2:8][CH3:9].O.S(=O)(=O)(O)O. The catalyst is C(OCC)C. The product is [OH:40][CH2:39][C:12]1[C:11]([CH2:43][OH:44])=[C:10]([CH2:7][CH2:8][CH3:9])[C:23]2[C:14](=[CH:15][C:16]3[C:21]([CH:22]=2)=[C:20]([CH2:24][CH2:25][CH3:26])[C:19]([CH2:27][CH2:28][CH3:29])=[C:18]([CH2:30][CH2:31][CH3:32])[C:17]=3[CH2:33][CH2:34][CH3:35])[C:13]=1[CH2:36][CH2:37][CH3:38]. The yield is 0.980. (5) The product is [Br-:48].[CH3:1][N:2]([CH3:33])[C:3]1[CH:4]=[CH:5][C:6]2[C:15]([CH:16]=1)=[O+:14][C:13]1[C:8](=[CH:9][CH:10]=[C:11]([N:17]([CH3:18])[CH3:19])[CH:12]=1)[C:7]=2[C:20]1[CH:25]=[CH:24][C:23]([N+:26]([O-:28])=[O:27])=[C:22]([NH2:29])[C:21]=1[C:30]([O:32][CH2:47][O:46][C:43](=[O:45])[CH3:44])=[O:31]. The reactants are [CH3:1][N:2]([CH3:33])[C:3]1[CH:4]=[CH:5][C:6]2[C:15]([CH:16]=1)=[O+:14][C:13]1[C:8](=[CH:9][CH:10]=[C:11]([N:17]([CH3:19])[CH3:18])[CH:12]=1)[C:7]=2[C:20]1[CH:25]=[CH:24][C:23]([N+:26]([O-:28])=[O:27])=[C:22]([NH2:29])[C:21]=1[C:30]([OH:32])=[O:31].C(N(C(C)C)CC)(C)C.[C:43]([O:46][CH2:47][Br:48])(=[O:45])[CH3:44]. The catalyst is ClC(Cl)C. The yield is 0.0360. (6) The product is [CH2:3]([O:28][C:10](=[O:12])[C:9]([NH:7][CH:8]=[O:25])=[CH:14][C:15]([CH3:22])([CH3:16])[C:18]([CH3:21])([CH3:20])[CH3:19])[CH3:4]. The yield is 0.740. The catalyst is CC(O)=O. The reactants are O([C:3](C)(C)[CH3:4])[K].[N+:7]([CH2:9][C:10]([O:12]C)=O)#[C-:8].[CH3:14][C:15]([CH3:22])([C:18]([CH3:21])([CH3:20])[CH3:19])[CH:16]=O.CC[O:25]CC.[OH2:28]. (7) The reactants are [CH3:1][O-:2].[Na+].[Na].F[C:6]1[CH:11]=[CH:10][C:9]([N+:12]([O-:14])=[O:13])=[C:8](F)[C:7]=1[F:16].C(O)(=O)C[C:19](CC(O)=O)(C(O)=O)[OH:20]. The catalyst is CO. The product is [CH3:19][O:20][C:8]1[C:7]([F:16])=[C:6]([O:2][CH3:1])[CH:11]=[CH:10][C:9]=1[N+:12]([O-:14])=[O:13]. The yield is 0.990. (8) The reactants are O[C:2]1([CH2:13][C:14]([N:16]([CH3:18])[CH3:17])=O)[C:10]2[C:5](=[CH:6][CH:7]=[C:8]([I:11])[CH:9]=2)[NH:4][C:3]1=O.[BH4-].[Na+].B(F)(F)F.[OH-].[Na+].C1N2CCN(CC2)C1. The catalyst is C1(C)C=CC=CC=1.O.COCCOC. The product is [I:11][C:8]1[CH:9]=[C:10]2[C:5](=[CH:6][CH:7]=1)[NH:4][CH:3]=[C:2]2[CH2:13][CH2:14][N:16]([CH3:17])[CH3:18]. The yield is 0.109. (9) The reactants are [CH2:1]([N:3]([CH2:23][CH3:24])[C:4]1[CH:13]=[C:12]2[C:7]([CH:8]=[C:9]([C:15]3[N:16]=[C:17]([CH2:20][C:21]#[N:22])[S:18][CH:19]=3)[C:10](=[O:14])[O:11]2)=[CH:6][CH:5]=1)[CH3:2].[OH-:25].[Na+]. The catalyst is Cl. The product is [CH2:23]([N:3]([CH2:1][CH3:2])[C:4]1[CH:13]=[C:12]2[C:7]([CH:8]=[C:9]([C:15]3[N:16]=[C:17]([CH2:20][C:21]([NH2:22])=[O:25])[S:18][CH:19]=3)[C:10](=[O:14])[O:11]2)=[CH:6][CH:5]=1)[CH3:24]. The yield is 0.330. (10) The reactants are [OH-].[Na+].[CH2:3]([NH:10][C:11](=[O:34])[N:12]([C:14]1[CH:15]=[C:16]([C:20]2[CH:25]=[CH:24][C:23](/[CH:26]=[C:27](\[O:32][CH3:33])/[C:28]([O:30]C)=[O:29])=[CH:22][CH:21]=2)[CH:17]=[CH:18][CH:19]=1)[CH3:13])[CH2:4][CH2:5][CH2:6][CH2:7][CH2:8][CH3:9].C(O)(=O)C. The catalyst is O1CCCC1. The product is [CH2:3]([NH:10][C:11](=[O:34])[N:12]([C:14]1[CH:15]=[C:16]([C:20]2[CH:21]=[CH:22][C:23](/[CH:26]=[C:27](\[O:32][CH3:33])/[C:28]([OH:30])=[O:29])=[CH:24][CH:25]=2)[CH:17]=[CH:18][CH:19]=1)[CH3:13])[CH2:4][CH2:5][CH2:6][CH2:7][CH2:8][CH3:9]. The yield is 0.860.